From a dataset of Full USPTO retrosynthesis dataset with 1.9M reactions from patents (1976-2016). Predict the reactants needed to synthesize the given product. (1) Given the product [CH:22]([C:25]1[N:30]=[C:29]([O:31][CH2:2][C:3]2[CH:7]=[C:6]([C:8]3[CH:9]=[CH:10][C:11]([C:14]([F:17])([F:15])[F:16])=[CH:12][CH:13]=3)[S:5][C:4]=2[CH2:18][OH:19])[CH:28]=[C:27]([CH3:32])[N:26]=1)([CH3:24])[CH3:23], predict the reactants needed to synthesize it. The reactants are: Br[CH2:2][C:3]1[CH:7]=[C:6]([C:8]2[CH:13]=[CH:12][C:11]([C:14]([F:17])([F:16])[F:15])=[CH:10][CH:9]=2)[S:5][C:4]=1[C:18](OC)=[O:19].[CH:22]([C:25]1[N:30]=[C:29]([OH:31])[CH:28]=[C:27]([CH3:32])[N:26]=1)([CH3:24])[CH3:23]. (2) The reactants are: [CH3:1][CH:2]1[CH2:8][C:7](=[O:9])[O:6][C:4](=[O:5])[CH2:3]1.[NH2:10][C:11]1[CH:16]=[CH:15][N:14]=[CH:13][CH:12]=1. Given the product [CH3:1][CH:2]([CH2:3][C:4](=[O:5])[NH:10][C:11]1[CH:16]=[CH:15][N:14]=[CH:13][CH:12]=1)[CH2:8][C:7]([OH:6])=[O:9], predict the reactants needed to synthesize it. (3) Given the product [Cl:26][C:27]1[CH:32]=[C:31]([C:2]#[C:1][C:3]2[N:7]3[N:8]=[C:9]([C:12]4[CH:13]=[CH:14][C:15]([C:18]([N:20]5[CH2:21][CH2:22][O:23][CH2:24][CH2:25]5)=[O:19])=[CH:16][CH:17]=4)[CH:10]=[CH:11][C:6]3=[N:5][CH:4]=2)[CH:30]=[CH:29][N:28]=1, predict the reactants needed to synthesize it. The reactants are: [C:1]([C:3]1[N:7]2[N:8]=[C:9]([C:12]3[CH:17]=[CH:16][C:15]([C:18]([N:20]4[CH2:25][CH2:24][O:23][CH2:22][CH2:21]4)=[O:19])=[CH:14][CH:13]=3)[CH:10]=[CH:11][C:6]2=[N:5][CH:4]=1)#[CH:2].[Cl:26][C:27]1[CH:32]=[C:31](I)[CH:30]=[CH:29][N:28]=1. (4) The reactants are: [F:1][C:2]1[CH:7]=[CH:6][C:5]([O:8][CH3:9])=[CH:4][C:3]=1[C:10]1[CH:11]=[CH:12][C:13]([CH2:21][O:22][C:23]2[CH:24]=[C:25]([CH2:29][CH2:30][C:31]([O:33]C)=[O:32])[CH:26]=[CH:27][CH:28]=2)=[N:14][C:15]=1[CH2:16][C:17]([CH3:20])([CH3:19])[CH3:18].[OH-].[Na+].Cl. Given the product [CH3:18][C:17]([CH3:20])([CH3:19])[CH2:16][C:15]1[N:14]=[C:13]([CH2:21][O:22][C:23]2[CH:24]=[C:25]([CH2:29][CH2:30][C:31]([OH:33])=[O:32])[CH:26]=[CH:27][CH:28]=2)[CH:12]=[CH:11][C:10]=1[C:3]1[CH:4]=[C:5]([O:8][CH3:9])[CH:6]=[CH:7][C:2]=1[F:1], predict the reactants needed to synthesize it. (5) Given the product [C:1]([O:5][C:6]([N:8]1[CH2:13][CH2:12][C:11](/[CH:15]=[CH:16]/[C:17]#[N:18])([CH3:14])[CH2:10][CH2:9]1)=[O:7])([CH3:4])([CH3:2])[CH3:3], predict the reactants needed to synthesize it. The reactants are: [C:1]([O:5][C:6]([N:8]1[CH2:13][CH2:12][C:11]([CH:15](OS(C)(=O)=O)[CH2:16][C:17]#[N:18])([CH3:14])[CH2:10][CH2:9]1)=[O:7])([CH3:4])([CH3:3])[CH3:2].C(N(CC)CC)C. (6) Given the product [C:19]([O:22][C:23](=[O:24])[NH:8][C:5]1[CH:6]=[CH:7][C:2]([Br:1])=[C:3]([O:11][CH2:12][C:13]([CH3:15])=[CH2:14])[CH:4]=1)([CH3:21])([CH3:20])[CH3:18], predict the reactants needed to synthesize it. The reactants are: [Br:1][C:2]1[CH:7]=[CH:6][C:5]([N+:8]([O-])=O)=[CH:4][C:3]=1[O:11][CH2:12][C:13]([CH3:15])=[CH2:14].[NH4+].[Cl-].[CH3:18][C:19]([O:22][C:23](O[C:23]([O:22][C:19]([CH3:21])([CH3:20])[CH3:18])=[O:24])=[O:24])([CH3:21])[CH3:20].